Dataset: NCI-60 drug combinations with 297,098 pairs across 59 cell lines. Task: Regression. Given two drug SMILES strings and cell line genomic features, predict the synergy score measuring deviation from expected non-interaction effect. (1) Synergy scores: CSS=60.6, Synergy_ZIP=-5.45, Synergy_Bliss=-6.69, Synergy_Loewe=-2.75, Synergy_HSA=-0.409. Cell line: NCI-H460. Drug 1: CC1OCC2C(O1)C(C(C(O2)OC3C4COC(=O)C4C(C5=CC6=C(C=C35)OCO6)C7=CC(=C(C(=C7)OC)O)OC)O)O. Drug 2: C1=NC2=C(N1)C(=S)N=C(N2)N. (2) Drug 1: COC1=C(C=C2C(=C1)N=CN=C2NC3=CC(=C(C=C3)F)Cl)OCCCN4CCOCC4. Drug 2: C1C(C(OC1N2C=NC3=C(N=C(N=C32)Cl)N)CO)O. Cell line: SF-268. Synergy scores: CSS=15.6, Synergy_ZIP=1.86, Synergy_Bliss=7.65, Synergy_Loewe=5.10, Synergy_HSA=5.17.